This data is from NCI-60 drug combinations with 297,098 pairs across 59 cell lines. The task is: Regression. Given two drug SMILES strings and cell line genomic features, predict the synergy score measuring deviation from expected non-interaction effect. (1) Drug 1: CC1=C(C=C(C=C1)NC2=NC=CC(=N2)N(C)C3=CC4=NN(C(=C4C=C3)C)C)S(=O)(=O)N.Cl. Drug 2: C1CCC(C(C1)N)N.C(=O)(C(=O)[O-])[O-].[Pt+4]. Cell line: CCRF-CEM. Synergy scores: CSS=29.3, Synergy_ZIP=-8.30, Synergy_Bliss=-0.917, Synergy_Loewe=-36.2, Synergy_HSA=-0.447. (2) Drug 1: CNC(=O)C1=NC=CC(=C1)OC2=CC=C(C=C2)NC(=O)NC3=CC(=C(C=C3)Cl)C(F)(F)F. Drug 2: CC(C)CN1C=NC2=C1C3=CC=CC=C3N=C2N. Cell line: HCT-15. Synergy scores: CSS=-4.91, Synergy_ZIP=2.53, Synergy_Bliss=2.27, Synergy_Loewe=-2.35, Synergy_HSA=-5.36. (3) Drug 1: CC1=C(C=C(C=C1)NC2=NC=CC(=N2)N(C)C3=CC4=NN(C(=C4C=C3)C)C)S(=O)(=O)N.Cl. Drug 2: CC12CCC3C(C1CCC2O)C(CC4=C3C=CC(=C4)O)CCCCCCCCCS(=O)CCCC(C(F)(F)F)(F)F. Cell line: OVCAR3. Synergy scores: CSS=-4.54, Synergy_ZIP=0.755, Synergy_Bliss=-0.471, Synergy_Loewe=-3.03, Synergy_HSA=-2.79. (4) Drug 1: C1=NC2=C(N=C(N=C2N1C3C(C(C(O3)CO)O)O)F)N. Drug 2: CC1=C(C=C(C=C1)NC(=O)C2=CC=C(C=C2)CN3CCN(CC3)C)NC4=NC=CC(=N4)C5=CN=CC=C5. Cell line: OVCAR-5. Synergy scores: CSS=2.72, Synergy_ZIP=-2.69, Synergy_Bliss=-3.94, Synergy_Loewe=-4.03, Synergy_HSA=-3.15.